This data is from NCI-60 drug combinations with 297,098 pairs across 59 cell lines. The task is: Regression. Given two drug SMILES strings and cell line genomic features, predict the synergy score measuring deviation from expected non-interaction effect. (1) Drug 1: CC=C1C(=O)NC(C(=O)OC2CC(=O)NC(C(=O)NC(CSSCCC=C2)C(=O)N1)C(C)C)C(C)C. Drug 2: C1CNP(=O)(OC1)N(CCCl)CCCl. Cell line: SK-OV-3. Synergy scores: CSS=43.2, Synergy_ZIP=-1.02, Synergy_Bliss=-2.34, Synergy_Loewe=-57.6, Synergy_HSA=-2.80. (2) Drug 1: CC12CCC3C(C1CCC2=O)CC(=C)C4=CC(=O)C=CC34C. Drug 2: C1=CN(C=N1)CC(O)(P(=O)(O)O)P(=O)(O)O. Cell line: TK-10. Synergy scores: CSS=2.15, Synergy_ZIP=-5.82, Synergy_Bliss=-22.5, Synergy_Loewe=-40.4, Synergy_HSA=-22.5. (3) Drug 1: C1CCN(CC1)CCOC2=CC=C(C=C2)C(=O)C3=C(SC4=C3C=CC(=C4)O)C5=CC=C(C=C5)O. Drug 2: CC(C1=C(C=CC(=C1Cl)F)Cl)OC2=C(N=CC(=C2)C3=CN(N=C3)C4CCNCC4)N. Cell line: NCI-H322M. Synergy scores: CSS=-5.13, Synergy_ZIP=-0.893, Synergy_Bliss=-9.67, Synergy_Loewe=-11.0, Synergy_HSA=-10.8. (4) Drug 2: C1=C(C(=O)NC(=O)N1)N(CCCl)CCCl. Drug 1: COC1=CC(=CC(=C1O)OC)C2C3C(COC3=O)C(C4=CC5=C(C=C24)OCO5)OC6C(C(C7C(O6)COC(O7)C8=CC=CS8)O)O. Synergy scores: CSS=53.4, Synergy_ZIP=-1.85, Synergy_Bliss=-2.41, Synergy_Loewe=-3.96, Synergy_HSA=2.18. Cell line: NCI-H460. (5) Drug 1: CC1=C(C(=CC=C1)Cl)NC(=O)C2=CN=C(S2)NC3=CC(=NC(=N3)C)N4CCN(CC4)CCO. Drug 2: B(C(CC(C)C)NC(=O)C(CC1=CC=CC=C1)NC(=O)C2=NC=CN=C2)(O)O. Cell line: MALME-3M. Synergy scores: CSS=43.8, Synergy_ZIP=0.800, Synergy_Bliss=-3.39, Synergy_Loewe=-9.41, Synergy_HSA=-5.41. (6) Drug 1: CN(CC1=CN=C2C(=N1)C(=NC(=N2)N)N)C3=CC=C(C=C3)C(=O)NC(CCC(=O)O)C(=O)O. Drug 2: CC1=CC=C(C=C1)C2=CC(=NN2C3=CC=C(C=C3)S(=O)(=O)N)C(F)(F)F. Cell line: CCRF-CEM. Synergy scores: CSS=39.7, Synergy_ZIP=1.00, Synergy_Bliss=-3.71, Synergy_Loewe=-16.1, Synergy_HSA=-3.14. (7) Drug 1: CC1=C(N=C(N=C1N)C(CC(=O)N)NCC(C(=O)N)N)C(=O)NC(C(C2=CN=CN2)OC3C(C(C(C(O3)CO)O)O)OC4C(C(C(C(O4)CO)O)OC(=O)N)O)C(=O)NC(C)C(C(C)C(=O)NC(C(C)O)C(=O)NCCC5=NC(=CS5)C6=NC(=CS6)C(=O)NCCC[S+](C)C)O. Drug 2: C1=CC=C(C(=C1)C(C2=CC=C(C=C2)Cl)C(Cl)Cl)Cl. Cell line: A498. Synergy scores: CSS=-4.00, Synergy_ZIP=17.9, Synergy_Bliss=25.9, Synergy_Loewe=-6.42, Synergy_HSA=3.61.